This data is from Peptide-MHC class II binding affinity with 134,281 pairs from IEDB. The task is: Regression. Given a peptide amino acid sequence and an MHC pseudo amino acid sequence, predict their binding affinity value. This is MHC class II binding data. (1) The peptide sequence is HQAISPRTLNSPAIF. The MHC is DRB4_0101 with pseudo-sequence DRB4_0103. The binding affinity (normalized) is 0.550. (2) The peptide sequence is EKKYFAATQFEPLAH. The MHC is HLA-DPA10103-DPB10601 with pseudo-sequence HLA-DPA10103-DPB10601. The binding affinity (normalized) is 0.860. (3) The MHC is HLA-DQA10501-DQB10402 with pseudo-sequence HLA-DQA10501-DQB10402. The binding affinity (normalized) is 0.316. The peptide sequence is MQVKVSKGAPCRIPV. (4) The peptide sequence is RGHHRQVIGAAQLGR. The MHC is HLA-DPA10301-DPB10402 with pseudo-sequence HLA-DPA10301-DPB10402. The binding affinity (normalized) is 0.0241. (5) The peptide sequence is WIESQKNGSWKLEKA. The MHC is DRB1_0701 with pseudo-sequence DRB1_0701. The binding affinity (normalized) is 0.184.